This data is from NCI-60 drug combinations with 297,098 pairs across 59 cell lines. The task is: Regression. Given two drug SMILES strings and cell line genomic features, predict the synergy score measuring deviation from expected non-interaction effect. (1) Drug 1: CN1C(=O)N2C=NC(=C2N=N1)C(=O)N. Drug 2: CC12CCC3C(C1CCC2OP(=O)(O)O)CCC4=C3C=CC(=C4)OC(=O)N(CCCl)CCCl.[Na+]. Cell line: MALME-3M. Synergy scores: CSS=-1.29, Synergy_ZIP=-0.610, Synergy_Bliss=-2.58, Synergy_Loewe=-5.52, Synergy_HSA=-6.66. (2) Drug 1: C1=CC(=CC=C1CCC2=CNC3=C2C(=O)NC(=N3)N)C(=O)NC(CCC(=O)O)C(=O)O. Drug 2: C(CC(=O)O)C(=O)CN.Cl. Cell line: A498. Synergy scores: CSS=21.0, Synergy_ZIP=-1.91, Synergy_Bliss=-2.07, Synergy_Loewe=-7.47, Synergy_HSA=-0.516.